This data is from Reaction yield outcomes from USPTO patents with 853,638 reactions. The task is: Predict the reaction yield, written as a fraction of the theoretical maximum amount of product (1.0 means a 100% yield; for example, 0.34 means a 34% yield). The reactants are [CH:1]([N:4]1[C:9]2=[N:10][C:11]([C:14]3[C:15]([CH3:31])=[N:16][C:17]([C:20]4[N:24](C5CCCCO5)[CH:23]=[N:22][N:21]=4)=[CH:18][CH:19]=3)=[CH:12][N:13]=[C:8]2[NH:7][CH2:6][C:5]1=[O:32])([CH3:3])[CH3:2].BrC1C(C)=NC(C2N=CN(C3CCCCO3)N=2)=CC=1.C(N1C2=NC([Sn](C)(C)C)=CN=C2NCC1=O)(C)C.C1(C)C=CC=CC=1P(C1C=CC=CC=1C)C1C=CC=CC=1C.C(N(CC)CC)C. The catalyst is C1C=CC(/C=C/C(/C=C/C2C=CC=CC=2)=O)=CC=1.C1C=CC(/C=C/C(/C=C/C2C=CC=CC=2)=O)=CC=1.C1C=CC(/C=C/C(/C=C/C2C=CC=CC=2)=O)=CC=1.[Pd].[Pd].CN(C)C=O. The product is [CH:1]([N:4]1[C:9]2=[N:10][C:11]([C:14]3[C:15]([CH3:31])=[N:16][C:17]([C:20]4[NH:24][CH:23]=[N:22][N:21]=4)=[CH:18][CH:19]=3)=[CH:12][N:13]=[C:8]2[NH:7][CH2:6][C:5]1=[O:32])([CH3:3])[CH3:2]. The yield is 0.667.